From a dataset of Peptide-MHC class I binding affinity with 185,985 pairs from IEDB/IMGT. Regression. Given a peptide amino acid sequence and an MHC pseudo amino acid sequence, predict their binding affinity value. This is MHC class I binding data. (1) The peptide sequence is CICYGSYSLY. The MHC is HLA-A33:01 with pseudo-sequence HLA-A33:01. The binding affinity (normalized) is 0.296. (2) The peptide sequence is YARECQEVL. The MHC is HLA-A02:03 with pseudo-sequence HLA-A02:03. The binding affinity (normalized) is 0.0847. (3) The peptide sequence is RELVRKTRF. The MHC is HLA-B46:01 with pseudo-sequence HLA-B46:01. The binding affinity (normalized) is 0.0847. (4) The MHC is Mamu-B08 with pseudo-sequence Mamu-B08. The peptide sequence is ETPNELSFL. The binding affinity (normalized) is 0. (5) The peptide sequence is TIQRFSSLR. The MHC is HLA-A03:01 with pseudo-sequence HLA-A03:01. The binding affinity (normalized) is 0.209. (6) The peptide sequence is SRAIWFMWL. The MHC is HLA-A02:06 with pseudo-sequence HLA-A02:06. The binding affinity (normalized) is 0.0847. (7) The peptide sequence is DVSVSVGTGI. The MHC is HLA-A02:02 with pseudo-sequence HLA-A02:02. The binding affinity (normalized) is 0.0949. (8) The peptide sequence is HAPWTQMAM. The MHC is HLA-A02:03 with pseudo-sequence HLA-A02:03. The binding affinity (normalized) is 0.0847.